This data is from Full USPTO retrosynthesis dataset with 1.9M reactions from patents (1976-2016). The task is: Predict the reactants needed to synthesize the given product. (1) Given the product [OH:9][C:10]1([CH:14]([O:16][C@@H:17]2[CH2:22][CH2:21][C@H:20]([N:23]3[C:28](=[O:29])[C:27]([CH2:30][C:31]4[CH:32]=[CH:33][C:34]([C:37]5[CH:42]=[CH:41][CH:40]=[CH:39][C:38]=5[C:43]5[NH:3][C:4](=[O:7])[O:5][N:44]=5)=[CH:35][CH:36]=4)=[C:26]([CH2:45][CH2:46][CH3:47])[N:25]4[N:48]=[CH:49][N:50]=[C:24]34)[CH2:19][CH2:18]2)[CH3:15])[CH2:11][CH2:12][CH2:13]1, predict the reactants needed to synthesize it. The reactants are: [Cl-].O[NH3+:3].[C:4](=[O:7])([O-])[OH:5].[Na+].[OH:9][C:10]1([CH:14]([O:16][C@@H:17]2[CH2:22][CH2:21][C@H:20]([N:23]3[C:28](=[O:29])[C:27]([CH2:30][C:31]4[CH:36]=[CH:35][C:34]([C:37]5[C:38]([C:43]#[N:44])=[CH:39][CH:40]=[CH:41][CH:42]=5)=[CH:33][CH:32]=4)=[C:26]([CH2:45][CH2:46][CH3:47])[N:25]4[N:48]=[CH:49][N:50]=[C:24]34)[CH2:19][CH2:18]2)[CH3:15])[CH2:13][CH2:12][CH2:11]1. (2) Given the product [CH3:25][C:23]1[N:1]=[C:2]2[S:6][C:5]3[CH2:7][CH2:8][CH2:9][CH2:10][C:4]=3[C:3]2=[C:11]([C:13]2[CH:18]=[CH:17][C:16]([Cl:19])=[CH:15][CH:14]=2)[C:22]=1[CH2:21][C:20]([O:27][CH3:28])=[O:26], predict the reactants needed to synthesize it. The reactants are: [NH2:1][C:2]1[S:6][C:5]2[CH2:7][CH2:8][CH2:9][CH2:10][C:4]=2[C:3]=1[C:11]([C:13]1[CH:18]=[CH:17][C:16]([Cl:19])=[CH:15][CH:14]=1)=O.[C:20]([O:27][CH3:28])(=[O:26])[CH2:21][CH2:22][C:23]([CH3:25])=O.Cl[Si](C)(C)C. (3) Given the product [CH3:1][C:2]1[CH:3]=[C:4]([C:9]2[O:13][N:12]=[CH:11][C:10]=2[C:14]([N:40]2[CH2:45][CH2:44][CH2:43][CH:42]([C:46]([OH:49])([CH3:48])[CH3:47])[CH2:41]2)=[O:16])[CH:5]=[CH:6][C:7]=1[CH3:8], predict the reactants needed to synthesize it. The reactants are: [CH3:1][C:2]1[CH:3]=[C:4]([C:9]2[O:13][N:12]=[CH:11][C:10]=2[C:14]([OH:16])=O)[CH:5]=[CH:6][C:7]=1[CH3:8].CN(C(ON1N=NC2C=CC=CC1=2)=[N+](C)C)C.[B-](F)(F)(F)F.Cl.[NH:40]1[CH2:45][CH2:44][CH2:43][CH:42]([C:46]([OH:49])([CH3:48])[CH3:47])[CH2:41]1.C(N(CC)CC)C. (4) Given the product [N:17]1[CH:16]=[CH:15][N:12]2[CH:13]=[CH:14][C:9]([C:7]([NH:2][NH2:3])=[NH:8])=[CH:10][C:11]=12, predict the reactants needed to synthesize it. The reactants are: O.[NH2:2][NH2:3].Cl.CO[C:7]([C:9]1[CH:14]=[CH:13][N:12]2[CH:15]=[CH:16][N:17]=[C:11]2[CH:10]=1)=[NH:8]. (5) Given the product [NH2:28][C:29]1[C:30]([Cl:39])=[CH:31][C:32]([F:38])=[C:33]([CH:37]=1)[C:34]([O:17][N:8]1[C:12]2[CH:13]=[CH:14][CH:15]=[CH:16][C:11]=2[N:10]=[N:9]1)=[O:35], predict the reactants needed to synthesize it. The reactants are: F[P-](F)(F)(F)(F)F.[N:8]1([O:17][P+](N(C)C)(N(C)C)N(C)C)[C:12]2[CH:13]=[CH:14][CH:15]=[CH:16][C:11]=2[N:10]=[N:9]1.[NH2:28][C:29]1[C:30]([Cl:39])=[CH:31][C:32]([F:38])=[C:33]([CH:37]=1)[C:34](O)=[O:35].C(N(CC)CC)C.CN(C)C=O. (6) Given the product [CH3:1][N:2]([CH3:26])[C:3]1[C:4]2[C:11]([C:51]3[CH:52]=[CH:53][S:49][CH:50]=3)=[CH:10][N:9]([C@@H:17]3[O:23][C@H:22]([CH2:24][OH:25])[C@@H:20]([OH:21])[C@H:18]3[OH:19])[C:5]=2[N:6]=[CH:7][N:8]=1.[CH3:27][N:28]([CH3:48])[C:29]1[C:30]2[CH:37]=[CH:36][N:35]([C@@H:39]3[O:45][C@H:44]([CH2:46][OH:47])[C@@H:42]([OH:43])[C@H:40]3[OH:41])[C:31]=2[N:32]=[CH:33][N:34]=1, predict the reactants needed to synthesize it. The reactants are: [CH3:1][N:2]([CH3:26])[C:3]1[C:4]2[C:11](C3OC=CC=3)=[CH:10][N:9]([C@@H:17]3[O:23][C@H:22]([CH2:24][OH:25])[C@@H:20]([OH:21])[C@H:18]3[OH:19])[C:5]=2[N:6]=[CH:7][N:8]=1.[CH3:27][N:28]([CH3:48])[C:29]1[C:30]2[C:37](I)=[CH:36][N:35]([C@@H:39]3[O:45][C@H:44]([CH2:46][OH:47])[C@@H:42]([OH:43])[C@H:40]3[OH:41])[C:31]=2[N:32]=[CH:33][N:34]=1.[S:49]1[CH:53]=[CH:52][C:51](B(O)O)=[CH:50]1. (7) Given the product [CH2:1]([C:3]1[N:7]([C:8]2[N:16]=[C:15]3[C:11]([N:12]=[C:13]([CH2:18][N:30]4[CH2:33][CH:32]([N:34]5[CH2:39][CH2:38][O:37][C:36]([CH3:41])([CH3:40])[CH2:35]5)[CH2:31]4)[N:14]3[CH3:17])=[C:10]([N:20]3[CH2:25][CH2:24][O:23][CH2:22][CH2:21]3)[N:9]=2)[C:6]2[CH:26]=[CH:27][CH:28]=[CH:29][C:5]=2[N:4]=1)[CH3:2], predict the reactants needed to synthesize it. The reactants are: [CH2:1]([C:3]1[N:7]([C:8]2[N:16]=[C:15]3[C:11]([N:12]=[C:13]([CH:18]=O)[N:14]3[CH3:17])=[C:10]([N:20]3[CH2:25][CH2:24][O:23][CH2:22][CH2:21]3)[N:9]=2)[C:6]2[CH:26]=[CH:27][CH:28]=[CH:29][C:5]=2[N:4]=1)[CH3:2].[NH:30]1[CH2:33][CH:32]([N:34]2[CH2:39][CH2:38][O:37][C:36]([CH3:41])([CH3:40])[CH2:35]2)[CH2:31]1.C(O[BH-](OC(=O)C)OC(=O)C)(=O)C.[Na+]. (8) Given the product [CH2:9]([O:11][C:12]([C:14]1[N:15]=[C:16]2[CH:21]=[CH:20][CH:19]=[C:18]([CH3:22])[N:17]2[C:23]=1[Br:1])=[O:13])[CH3:10], predict the reactants needed to synthesize it. The reactants are: [Br:1]N1C(=O)CCC1=O.[CH2:9]([O:11][C:12]([C:14]1[N:15]=[C:16]2[CH:21]=[CH:20][CH:19]=[C:18]([CH3:22])[N:17]2[CH:23]=1)=[O:13])[CH3:10]. (9) Given the product [Cl:1][C:2]1[CH:10]=[CH:9][C:5]([C:6]([NH:20][C:16]([CH3:17])([C:18]#[CH:19])[CH3:15])=[O:8])=[C:4]([NH:11][CH2:12][CH2:13][CH3:14])[CH:3]=1, predict the reactants needed to synthesize it. The reactants are: [Cl:1][C:2]1[CH:10]=[CH:9][C:5]([C:6]([OH:8])=O)=[C:4]([NH:11][CH2:12][CH2:13][CH3:14])[CH:3]=1.[CH3:15][C:16]([NH2:20])([C:18]#[CH:19])[CH3:17].CCN=C=NCCCN(C)C.CCN(C(C)C)C(C)C.C1C=CC2N(O)N=NC=2C=1.